This data is from Full USPTO retrosynthesis dataset with 1.9M reactions from patents (1976-2016). The task is: Predict the reactants needed to synthesize the given product. (1) Given the product [CH3:29][CH2:30][CH2:31][CH2:32][CH2:33][C@H:34]([OH:53])/[CH:35]=[CH:36]/[C@@H:37]1[C@@H:41]([CH2:42]/[CH:43]=[CH:44]\[CH2:45][CH2:46][CH2:47][C:48]([OH:50])=[O:49])[C:40](=[O:51])[CH2:39][C@H:38]1[OH:52], predict the reactants needed to synthesize it. The reactants are: P([O-])([O-])([O-])=O.[K+].[K+].[K+].C([C@H](N)C(O)=O)CC(N[C@H](C(NCC(O)=O)=O)CS)=O.[CH3:29][CH2:30][CH2:31][CH2:32][CH2:33][C@H:34]([OH:53])/[CH:35]=[CH:36]/[C@@H:37]1[C@@H:41]([CH2:42]/[CH:43]=[CH:44]\[CH2:45][CH2:46][CH2:47][C:48]([OH:50])=[O:49])[C@H:40]2[O:51][O:52][C@@H:38]1[CH2:39]2.C([O-])(=O)CC(CC([O-])=O)(C([O-])=O)O. (2) Given the product [CH3:19][C:16]1([CH3:20])[N:15]([C:21]([O:23][CH2:24][C:25]2[CH:26]=[CH:27][CH:28]=[CH:29][CH:30]=2)=[O:22])[C:14]([CH2:10][CH2:11][CH2:12][CH2:13][B:1]2[O:9][C:6]([CH3:8])([CH3:7])[C:3]([CH3:5])([CH3:4])[O:2]2)([C:31]([O:33][CH2:34][CH3:35])=[O:32])[CH2:18][O:17]1, predict the reactants needed to synthesize it. The reactants are: [BH3:1].[OH:2][C:3]([C:6]([OH:9])([CH3:8])[CH3:7])([CH3:5])[CH3:4].[CH2:10]([C:14]1([C:31]([O:33][CH2:34][CH3:35])=[O:32])[CH2:18][O:17][C:16]([CH3:20])([CH3:19])[N:15]1[C:21]([O:23][CH2:24][C:25]1[CH:30]=[CH:29][CH:28]=[CH:27][CH:26]=1)=[O:22])[CH2:11][CH:12]=[CH2:13]. (3) Given the product [CH3:24][N:25]([C:2]1[N:7]=[C:6]([C:8]2[S:9][C:10]3[CH:16]=[C:15]([O:17][CH2:18][CH2:19][CH2:20][F:21])[CH:14]=[CH:13][C:11]=3[CH:12]=2)[CH:5]=[CH:4][N:3]=1)[CH3:26], predict the reactants needed to synthesize it. The reactants are: Cl[C:2]1[N:7]=[C:6]([C:8]2[S:9][C:10]3[CH:16]=[C:15]([O:17][CH2:18][CH2:19][CH2:20][F:21])[CH:14]=[CH:13][C:11]=3[CH:12]=2)[CH:5]=[CH:4][N:3]=1.CO.[CH3:24][NH:25][CH3:26].